This data is from Catalyst prediction with 721,799 reactions and 888 catalyst types from USPTO. The task is: Predict which catalyst facilitates the given reaction. (1) Reactant: ClS([N:5]=[C:6]=O)(=O)=O.[C:8]([C:11]1[NH:12][CH:13]=[CH:14][CH:15]=1)(=[O:10])[CH3:9].CN(C=O)C.C. Product: [C:6]([C:14]1[CH:15]=[C:11]([C:8](=[O:10])[CH3:9])[NH:12][CH:13]=1)#[N:5]. The catalyst class is: 115. (2) The catalyst class is: 120. Product: [C:1]([C:3]1[CH:8]=[CH:7][C:6]([CH3:9])=[CH:5][C:4]=1[CH2:10][C:11]([Cl:17])=[O:13])#[CH:2]. Reactant: [C:1]([C:3]1[CH:8]=[CH:7][C:6]([CH3:9])=[CH:5][C:4]=1[CH2:10][C:11]([OH:13])=O)#[CH:2].C(Cl)(=O)C([Cl:17])=O. (3) Reactant: [NH:1]1[C:9]2[C:4](=[CH:5][CH:6]=[CH:7][CH:8]=2)[C:3](/[CH:10]=[C:11]2\[O:12][C:13]3[C:20]([CH2:21][N:22]4[CH2:27][CH2:26][N:25](C(OC(C)(C)C)=O)[CH2:24][CH2:23]4)=[CH:19][CH:18]=[CH:17][C:14]=3[C:15]\2=[O:16])=[N:2]1.Cl. The catalyst class is: 135. Product: [NH:1]1[C:9]2[C:4](=[CH:5][CH:6]=[CH:7][CH:8]=2)[C:3](/[CH:10]=[C:11]2\[O:12][C:13]3[C:20]([CH2:21][N:22]4[CH2:27][CH2:26][NH:25][CH2:24][CH2:23]4)=[CH:19][CH:18]=[CH:17][C:14]=3[C:15]\2=[O:16])=[N:2]1.